This data is from Full USPTO retrosynthesis dataset with 1.9M reactions from patents (1976-2016). The task is: Predict the reactants needed to synthesize the given product. (1) The reactants are: [OH:1][C:2]1[CH:9]=[CH:8][C:7]([O:10][CH3:11])=[CH:6][C:3]=1[CH:4]=O.Br[CH2:13][C:14]([O:16][CH2:17][CH3:18])=[O:15].C(=O)([O-])[O-].[K+].[K+].C(OCC)(=O)C. Given the product [CH3:11][O:10][C:7]1[CH:8]=[CH:9][C:2]2[O:1][C:13]([C:14]([O:16][CH2:17][CH3:18])=[O:15])=[CH:4][C:3]=2[CH:6]=1, predict the reactants needed to synthesize it. (2) Given the product [CH:1]1([C:6]([C:8]2[CH:13]=[C:12]([CH3:14])[CH:11]=[CH:10][C:9]=2[NH:15][C:16]([NH:18][C:19]2[S:20][CH:21]=[C:22]([CH:24]=[O:25])[N:23]=2)=[O:17])=[O:7])[CH2:5][CH2:4][CH2:3][CH2:2]1, predict the reactants needed to synthesize it. The reactants are: [CH:1]1([C:6]([C:8]2[CH:13]=[C:12]([CH3:14])[CH:11]=[CH:10][C:9]=2[NH:15][C:16]([NH:18][C:19]2[S:20][CH:21]=[C:22]([CH2:24][OH:25])[N:23]=2)=[O:17])=[O:7])[CH2:5][CH2:4][CH2:3][CH2:2]1.CCN(CC)CC.CS(C)=O.N1C=CC=CC=1.S(=O)(=O)=O. (3) Given the product [OH:16][C@@H:11]1[CH2:12][CH2:13][CH2:14][CH2:15][C@H:10]1[NH:9][C:7](=[O:8])[C:6]1[CH:17]=[C:2]([C:28]2[CH:29]=[CH:30][C:25]([C:24]([F:35])([F:34])[F:23])=[CH:26][CH:27]=2)[C:3]([O:18][CH2:19][CH2:20][O:21][CH3:22])=[N:4][CH:5]=1, predict the reactants needed to synthesize it. The reactants are: Br[C:2]1[C:3]([O:18][CH2:19][CH2:20][O:21][CH3:22])=[N:4][CH:5]=[C:6]([CH:17]=1)[C:7]([NH:9][C@@H:10]1[CH2:15][CH2:14][CH2:13][CH2:12][C@H:11]1[OH:16])=[O:8].[F:23][C:24]([F:35])([F:34])[C:25]1[CH:30]=[CH:29][C:28](B(O)O)=[CH:27][CH:26]=1. (4) Given the product [Br:18][C:19]1[CH:24]=[C:23]([O:25][C:26]([F:29])([F:28])[F:27])[CH:22]=[C:21]([Cl:30])[C:20]=1[O:31][C:2]1[N:6]([CH3:7])[C:5]2[C:8]([CH:13]([CH2:16][CH3:17])[CH2:14][CH3:15])=[CH:9][CH:10]=[C:11]([Cl:12])[C:4]=2[N:3]=1, predict the reactants needed to synthesize it. The reactants are: Cl[C:2]1[N:6]([CH3:7])[C:5]2[C:8]([CH:13]([CH2:16][CH3:17])[CH2:14][CH3:15])=[CH:9][CH:10]=[C:11]([Cl:12])[C:4]=2[N:3]=1.[Br:18][C:19]1[CH:24]=[C:23]([O:25][C:26]([F:29])([F:28])[F:27])[CH:22]=[C:21]([Cl:30])[C:20]=1[OH:31]. (5) Given the product [CH2:1]([N:8]1[CH2:9][C:10](=[O:15])[C:11]2([CH2:12][CH2:13]2)[CH2:14]1)[C:2]1[CH:3]=[CH:4][CH:5]=[CH:6][CH:7]=1.[CH2:19]([N:26]1[CH2:32][CH:31]([OH:33])[C:28]2([CH2:29][CH2:30]2)[CH2:27]1)[C:20]1[CH:21]=[CH:22][CH:23]=[CH:24][CH:25]=1, predict the reactants needed to synthesize it. The reactants are: [CH2:1]([N:8]1[CH2:14][C:11]2([CH2:13][CH2:12]2)[C:10]2(OCC[O:15]2)[CH2:9]1)[C:2]1[CH:7]=[CH:6][CH:5]=[CH:4][CH:3]=1.[CH2:19]([N:26]1[CH2:32][C:31](=[O:33])[C:28]2([CH2:30][CH2:29]2)[CH2:27]1)[C:20]1[CH:25]=[CH:24][CH:23]=[CH:22][CH:21]=1.[BH4-].[Na+]. (6) Given the product [Cl:1][C:2]1[C:10]2[CH:9]=[CH:8][CH:7]=[CH:6][C:5]=2[N:4]2[CH2:32][CH2:33][N:13]([C:14]3[CH:22]=[C:21]4[C:17]([CH:18]=[CH:19][N:20]4[CH2:23][C:24]([O:26][C:27]([CH3:30])([CH3:29])[CH3:28])=[O:25])=[CH:16][CH:15]=3)[C:11](=[O:12])[C:3]=12, predict the reactants needed to synthesize it. The reactants are: [Cl:1][C:2]1[C:10]2[C:5](=[CH:6][CH:7]=[CH:8][CH:9]=2)[NH:4][C:3]=1[C:11]([NH:13][C:14]1[CH:22]=[C:21]2[C:17]([CH:18]=[CH:19][N:20]2[CH2:23][C:24]([O:26][C:27]([CH3:30])([CH3:29])[CH3:28])=[O:25])=[CH:16][CH:15]=1)=[O:12].Br[CH2:32][CH2:33]Br. (7) Given the product [C:1]([O:4][C@@H:5]1[C@@H:13]([C@@:14]2([CH3:44])[CH2:19][CH2:18][C@H:17]([O:20][C:21](=[O:23])[CH3:22])[CH2:16][C@@H:15]2[CH2:24][CH2:25][OH:26])[CH2:12][CH2:11][C@@:10]2([CH3:45])[C@H:6]1[CH2:7][CH2:8][C:9]2=[CH2:46])(=[O:3])[CH3:2], predict the reactants needed to synthesize it. The reactants are: [C:1]([O:4][C@@H:5]1[C@@H:13]([C@@:14]2([CH3:44])[CH2:19][CH2:18][C@H:17]([O:20][C:21](=[O:23])[CH3:22])[CH2:16][C@@H:15]2[CH2:24][CH2:25][O:26][Si](C(C)(C)C)(C2C=CC=CC=2)C2C=CC=CC=2)[CH2:12][CH2:11][C@@:10]2([CH3:45])[C@H:6]1[CH2:7][CH2:8][C:9]2=[CH2:46])(=[O:3])[CH3:2].CCCC[N+](CCCC)(CCCC)CCCC.[F-].C([O-])(O)=O.[Na+]. (8) Given the product [C:35]([OH:36])(=[O:30])/[CH:15]=[CH:16]/[C:24]([OH:26])=[O:27].[C:17]1([S:23][C:35]2[N:33]=[N:9][C:10]([N:13]3[CH:12]4[CH2:11][CH2:10][N:9]([CH2:16][CH2:15]4)[CH2:8][CH2:14]3)=[CH:11][CH:12]=2)[CH:22]=[CH:21][CH:20]=[CH:19][CH:18]=1, predict the reactants needed to synthesize it. The reactants are: ClC1N=NC([CH:8]2[CH2:14][NH:13][CH:12]3[CH2:15][CH2:16][N:9]2[CH2:10][CH2:11]3)=CC=1.[C:17]1([SH:23])[CH:22]=[CH:21][CH:20]=[CH:19][CH:18]=1.[C:24](=[O:27])([O-:26])[O-].[Cs+].[Cs+].[OH-:30].[Na+].C[N:33]([CH:35]=[O:36])C.